From a dataset of TCR-epitope binding with 47,182 pairs between 192 epitopes and 23,139 TCRs. Binary Classification. Given a T-cell receptor sequence (or CDR3 region) and an epitope sequence, predict whether binding occurs between them. (1) The epitope is QYDPVAALF. The TCR CDR3 sequence is CASSEALGGQGEKLFF. Result: 0 (the TCR does not bind to the epitope). (2) The epitope is ELAGIGILTV. The TCR CDR3 sequence is CASSPATGSNQPQHF. Result: 1 (the TCR binds to the epitope). (3) The epitope is YFPLQSYGF. Result: 1 (the TCR binds to the epitope). The TCR CDR3 sequence is CASRSIAGTRSYNEQFF. (4) The epitope is LLLGIGILV. The TCR CDR3 sequence is CASSPGVNTEAFF. Result: 1 (the TCR binds to the epitope). (5) Result: 1 (the TCR binds to the epitope). The epitope is RQLLFVVEV. The TCR CDR3 sequence is CASSLVYGGGYEQYF.